From a dataset of Forward reaction prediction with 1.9M reactions from USPTO patents (1976-2016). Predict the product of the given reaction. (1) Given the reactants [I:1][C:2]1[CH:16]=[CH:15][C:5]2[C:6]3[CH2:11][CH2:10][NH:9][C:8]([CH3:13])([CH3:12])[C:7]=3[O:14][C:4]=2[CH:3]=1.O.C(=O)(O)[O-].[Na+].[C:23]([O:27][C:28](O[C:28]([O:27][C:23]([CH3:26])([CH3:25])[CH3:24])=[O:29])=[O:29])([CH3:26])([CH3:25])[CH3:24], predict the reaction product. The product is: [I:1][C:2]1[CH:16]=[CH:15][C:5]2[C:6]3[CH2:11][CH2:10][N:9]([C:28]([O:27][C:23]([CH3:26])([CH3:25])[CH3:24])=[O:29])[C:8]([CH3:13])([CH3:12])[C:7]=3[O:14][C:4]=2[CH:3]=1. (2) Given the reactants [CH2:1]([O:8][C:9]1[CH:10]=[C:11]2[C:15](=[CH:16][CH:17]=1)[NH:14][CH:13]=[CH:12]2)[C:2]1[CH:7]=[CH:6][CH:5]=[CH:4][CH:3]=1.[Cl-].C([Al+]CC)C.[C:24](Cl)(=[O:26])[CH3:25].C(O)(=O)CC(CC(O)=O)(C(O)=O)O, predict the reaction product. The product is: [CH2:1]([O:8][C:9]1[CH:10]=[C:11]2[C:15](=[CH:16][CH:17]=1)[NH:14][CH:13]=[C:12]2[C:24](=[O:26])[CH3:25])[C:2]1[CH:3]=[CH:4][CH:5]=[CH:6][CH:7]=1. (3) Given the reactants Br[C:2]1[CH:7]=[CH:6][C:5]([C:8]2[NH:12][C:11]3[CH:13]=[C:14]([S:17]([CH3:20])(=[O:19])=[O:18])[CH:15]=[CH:16][C:10]=3[N:9]=2)=[CH:4][CH:3]=1.[B:21]1(B2OC(C)(C)C(C)(C)O2)[O:25]C(C)(C)C(C)(C)[O:22]1.C([O-])(=O)C.[K+], predict the reaction product. The product is: [CH3:20][S:17]([C:14]1[CH:15]=[CH:16][C:10]2[N:9]=[C:8]([C:5]3[CH:6]=[CH:7][C:2]([B:21]([OH:25])[OH:22])=[CH:3][CH:4]=3)[NH:12][C:11]=2[CH:13]=1)(=[O:19])=[O:18]. (4) Given the reactants [CH3:1][NH:2][CH3:3].[Cl:4][C:5]1[CH:10]=[C:9]([Cl:11])[CH:8]=[CH:7][C:6]=1[C:12]1[CH:17]=[CH:16][C:15]([S:18]([NH:21][C:22]2[CH:23]=[C:24]([CH:28]=[CH:29][CH:30]=2)[C:25](Cl)=[O:26])(=[O:20])=[O:19])=[CH:14][CH:13]=1.[Cl-].[NH4+].Cl, predict the reaction product. The product is: [Cl:4][C:5]1[CH:10]=[C:9]([Cl:11])[CH:8]=[CH:7][C:6]=1[C:12]1[CH:17]=[CH:16][C:15]([S:18]([NH:21][C:22]2[CH:23]=[C:24]([CH:28]=[CH:29][CH:30]=2)[C:25]([N:2]([CH3:3])[CH3:1])=[O:26])(=[O:20])=[O:19])=[CH:14][CH:13]=1.